From a dataset of Forward reaction prediction with 1.9M reactions from USPTO patents (1976-2016). Predict the product of the given reaction. The product is: [Cl:1][C:2]1[CH:3]=[N:4][C:5]2[N:6]([N:8]=[C:9]([C:11]([N:26]3[CH2:25][CH2:24][C:23]4[C:28](=[CH:29][CH:30]=[CH:31][C:22]=4[C:21]4[C:16]([O:15][CH3:14])=[N:17][C:18]([O:33][CH3:34])=[CH:19][CH:20]=4)[CH:27]3[CH3:32])=[O:13])[CH:10]=2)[CH:7]=1. Given the reactants [Cl:1][C:2]1[CH:3]=[N:4][C:5]2[N:6]([N:8]=[C:9]([C:11]([OH:13])=O)[CH:10]=2)[CH:7]=1.[CH3:14][O:15][C:16]1[C:21]([C:22]2[CH:31]=[CH:30][CH:29]=[C:28]3[C:23]=2[CH2:24][CH2:25][NH:26][CH:27]3[CH3:32])=[CH:20][CH:19]=[C:18]([O:33][CH3:34])[N:17]=1, predict the reaction product.